From a dataset of Catalyst prediction with 721,799 reactions and 888 catalyst types from USPTO. Predict which catalyst facilitates the given reaction. (1) Reactant: [C:1]1([CH2:7][CH2:8][C:9](Cl)=[O:10])[CH:6]=[CH:5][CH:4]=[CH:3][CH:2]=1.[Cl:12][C:13]1[CH:18]=[CH:17][C:16]([C:19]2[C:20]([NH2:30])=[N:21][N:22]3[C:27]([CH3:28])=[CH:26][C:25]([CH3:29])=[N:24][C:23]=23)=[CH:15][C:14]=1[CH3:31]. Product: [Cl:12][C:13]1[CH:18]=[CH:17][C:16]([C:19]2[C:20]([NH:30][C:9](=[O:10])[CH2:8][CH2:7][C:1]3[CH:6]=[CH:5][CH:4]=[CH:3][CH:2]=3)=[N:21][N:22]3[C:27]([CH3:28])=[CH:26][C:25]([CH3:29])=[N:24][C:23]=23)=[CH:15][C:14]=1[CH3:31]. The catalyst class is: 17. (2) Reactant: [F:1][C:2]1[CH:7]=[CH:6][C:5]([O:8][CH3:9])=[CH:4][C:3]=1[CH:10]=[CH:11][N+:12]([O-])=O.Cl[Si](C)(C)C.[Li+].[BH4-]. Product: [F:1][C:2]1[CH:7]=[CH:6][C:5]([O:8][CH3:9])=[CH:4][C:3]=1[CH2:10][CH2:11][NH2:12]. The catalyst class is: 1. (3) Reactant: [C:1]([O:5][C:6]([N:8]1[CH2:13][CH2:12][NH:11][CH2:10][CH2:9]1)=[O:7])([CH3:4])([CH3:3])[CH3:2].CCN(C(C)C)C(C)C.[Cl:23][CH2:24][C:25](Cl)=[O:26]. Product: [C:1]([O:5][C:6]([N:8]1[CH2:13][CH2:12][N:11]([C:25](=[O:26])[CH2:24][Cl:23])[CH2:10][CH2:9]1)=[O:7])([CH3:4])([CH3:2])[CH3:3]. The catalyst class is: 2. (4) Reactant: [H-].[Al+3].[Li+].[H-].[H-].[H-].C[O:8][C:9](=O)[CH2:10][NH:11][CH2:12][C:13]1[CH:18]=[CH:17][C:16]([C:19]([N:21]2[CH2:30][C:29]3[CH:28]=[N:27][N:26]([CH3:31])[C:25]=3[NH:24][C:23]3[CH:32]=[C:33]([Cl:36])[CH:34]=[CH:35][C:22]2=3)=[O:20])=[CH:15][C:14]=1[F:37].C1C(N=NC2C3C=CC(S([O-])(=O)=O)=CC=3C=CC=2O)=CC=C(S([O-])(=O)=O)C=1.[Na+].[Na+]. Product: [Cl:36][C:33]1[CH:34]=[CH:35][C:22]2[N:21]([C:19]([C:16]3[CH:17]=[CH:18][C:13]([CH2:12][NH:11][CH2:10][CH2:9][OH:8])=[C:14]([F:37])[CH:15]=3)=[O:20])[CH2:30][C:29]3[CH:28]=[N:27][N:26]([CH3:31])[C:25]=3[NH:24][C:23]=2[CH:32]=1. The catalyst class is: 1. (5) Reactant: C(OC(=O)[NH:7][C:8]1([C:14]2[CH:19]=[CH:18][C:17]([C:20]3[C:25]([C:26]4[CH:31]=[CH:30][CH:29]=[CH:28][CH:27]=4)=[CH:24][N:23]4[N:32]=[C:33]([C:35]5[CH:40]=[CH:39][CH:38]=[CH:37][CH:36]=5)[N:34]=[C:22]4[N:21]=3)=[CH:16][CH:15]=2)[CH2:11][C:10]([OH:13])([CH3:12])[CH2:9]1)(C)(C)C.C(O)(C(F)(F)F)=O. Product: [NH2:7][C:8]1([C:14]2[CH:15]=[CH:16][C:17]([C:20]3[C:25]([C:26]4[CH:31]=[CH:30][CH:29]=[CH:28][CH:27]=4)=[CH:24][N:23]4[N:32]=[C:33]([C:35]5[CH:40]=[CH:39][CH:38]=[CH:37][CH:36]=5)[N:34]=[C:22]4[N:21]=3)=[CH:18][CH:19]=2)[CH2:11][C:10]([CH3:12])([OH:13])[CH2:9]1. The catalyst class is: 2.